Dataset: HIV replication inhibition screening data with 41,000+ compounds from the AIDS Antiviral Screen. Task: Binary Classification. Given a drug SMILES string, predict its activity (active/inactive) in a high-throughput screening assay against a specified biological target. (1) The compound is CC1(C)CN=C(Nc2ccc(F)cc2)S1. The result is 0 (inactive). (2) The compound is COc1ccc(-n2cnc3c(NC(Cc4ccccc4)C(=O)O)ncnc32)cc1. The result is 0 (inactive). (3) The result is 0 (inactive). The compound is Cc1nc(Nc2ccc(Cl)cc2)sc1C(=O)NNC(=O)C(=O)NN. (4) The drug is CC1=CC(S)NC(=S)N1. The result is 0 (inactive). (5) The compound is CC(=O)CCn1ncc(Cl)c(Cl)c1=O. The result is 0 (inactive). (6) The drug is O=C1Nc2cc3c(cc2C(=O)N2CC(=NO)CC12)OCO3. The result is 0 (inactive). (7) The drug is O=[N+]([O-])C1C2C=CC(C2)C1c1ccc(Cl)cc1Cl. The result is 0 (inactive).